Predict the reactants needed to synthesize the given product. From a dataset of Full USPTO retrosynthesis dataset with 1.9M reactions from patents (1976-2016). (1) Given the product [CH3:50][O:49][N:48]([CH3:47])[C:10](=[O:11])[CH2:9][C:5]1[CH:6]=[CH:7][CH:8]=[C:3]([C:2]([F:14])([F:13])[F:1])[CH:4]=1, predict the reactants needed to synthesize it. The reactants are: [F:1][C:2]([F:14])([F:13])[C:3]1[CH:4]=[C:5]([CH2:9][C:10](O)=[O:11])[CH:6]=[CH:7][CH:8]=1.CCN=C=NCCCN(C)C.Cl.C1C=CC2N(O)N=NC=2C=1.CCN(C(C)C)C(C)C.Cl.[CH3:47][NH:48][O:49][CH3:50]. (2) Given the product [C:2]([C:7]1[O:11][C:10]([CH2:12][N:13]2[CH:17]=[C:16]([NH:18][C:32]([C:28]3[N:29]=[CH:30][O:31][C:27]=3[C:22]3[CH:23]=[CH:24][C:25]([CH3:26])=[C:20]([CH3:19])[CH:21]=3)=[O:33])[CH:15]=[N:14]2)=[CH:9][CH:8]=1)(=[O:6])[CH3:1], predict the reactants needed to synthesize it. The reactants are: [CH3:1][C:2]1([C:7]2[O:11][C:10]([CH2:12][N:13]3[CH:17]=[C:16]([NH2:18])[CH:15]=[N:14]3)=[CH:9][CH:8]=2)[O:6]CCO1.[CH3:19][C:20]1[CH:21]=[C:22]([C:27]2[O:31][CH:30]=[N:29][C:28]=2[C:32](O)=[O:33])[CH:23]=[CH:24][C:25]=1[CH3:26]. (3) Given the product [CH3:26][NH:22][C:18]1[C:17]([C:9]2[N:8]([CH2:7][C:6]([C:5]3[CH:4]=[CH:3][C:2]([Cl:1])=[CH:25][CH:24]=3)=[O:23])[C:12]3[CH:13]=[CH:14][CH:15]=[CH:16][C:11]=3[N:10]=2)=[N:21][O:20][N:19]=1, predict the reactants needed to synthesize it. The reactants are: [Cl:1][C:2]1[CH:25]=[CH:24][C:5]([C:6](=[O:23])[CH2:7][N:8]2[C:12]3[CH:13]=[CH:14][CH:15]=[CH:16][C:11]=3[N:10]=[C:9]2[C:17]2[C:18]([NH2:22])=[N:19][O:20][N:21]=2)=[CH:4][CH:3]=1.[C:26](=O)([O-])[O-].[K+].[K+].COS(OC)(=O)=O. (4) Given the product [Br:33][C:32]1[C:27]([NH:26][C:7](=[O:25])[CH2:8][C:9]2[CH2:10][CH2:11][N:12]([C:15]([O:17][CH2:18][C:19]3[CH:20]=[CH:21][CH:22]=[CH:23][CH:24]=3)=[O:16])[CH2:13][CH:14]=2)=[N:28][CH:29]=[CH:30][CH:31]=1, predict the reactants needed to synthesize it. The reactants are: C[Al](C)C.CO[C:7](=[O:25])[CH2:8][C:9]1[CH2:10][CH2:11][N:12]([C:15]([O:17][CH2:18][C:19]2[CH:24]=[CH:23][CH:22]=[CH:21][CH:20]=2)=[O:16])[CH2:13][CH:14]=1.[NH2:26][C:27]1[C:32]([Br:33])=[CH:31][CH:30]=[CH:29][N:28]=1.